Dataset: Forward reaction prediction with 1.9M reactions from USPTO patents (1976-2016). Task: Predict the product of the given reaction. (1) Given the reactants [Cl:1][C:2]1[CH:7]=[C:6]([Cl:8])[CH:5]=[CH:4][C:3]=1[C:9]1[N:10]=[C:11]([C@@H:14]([NH:23][C:24]([C@H:26]2[CH2:31][CH2:30][C@H:29]([CH2:32][CH3:33])[CH2:28][CH2:27]2)=[O:25])[CH2:15][C:16]2[CH:21]=[CH:20][C:19]([OH:22])=[CH:18][CH:17]=2)[NH:12][CH:13]=1.[CH2:34](Br)[C:35]#[CH:36], predict the reaction product. The product is: [Cl:1][C:2]1[CH:7]=[C:6]([Cl:8])[CH:5]=[CH:4][C:3]=1[C:9]1[N:10]=[C:11]([C@@H:14]([NH:23][C:24]([C@H:26]2[CH2:27][CH2:28][C@H:29]([CH2:32][CH3:33])[CH2:30][CH2:31]2)=[O:25])[CH2:15][C:16]2[CH:21]=[CH:20][C:19]([OH:22])=[CH:18][CH:17]=2)[N:12]([CH2:36][C:35]#[CH:34])[CH:13]=1. (2) Given the reactants C1(C)C=CC=CC=1.N1CCCCC1.[C:14]12([C:24]3[CH:25]=[C:26]([C:38]4[C:43]([CH:44]=O)=[CH:42][CH:41]=[CH:40][CH:39]=4)[CH:27]=[CH:28][C:29]=3[O:30][Si:31]([C:34]([CH3:37])([CH3:36])[CH3:35])([CH3:33])[CH3:32])[CH2:23][CH:18]3[CH2:19][CH:20]([CH2:22][CH:16]([CH2:17]3)[CH2:15]1)[CH2:21]2.[S:46]1[CH2:50][C:49](=[O:51])[NH:48][C:47]1=[O:52], predict the reaction product. The product is: [C:14]12([C:24]3[CH:25]=[C:26]([C:38]4[C:43]([CH:44]=[C:50]5[S:46][C:47](=[O:52])[NH:48][C:49]5=[O:51])=[CH:42][CH:41]=[CH:40][CH:39]=4)[CH:27]=[CH:28][C:29]=3[O:30][Si:31]([C:34]([CH3:35])([CH3:36])[CH3:37])([CH3:32])[CH3:33])[CH2:23][CH:18]3[CH2:19][CH:20]([CH2:22][CH:16]([CH2:17]3)[CH2:15]1)[CH2:21]2. (3) Given the reactants [CH:1]1([CH2:4][N:5]([CH2:29][C:30]2(O)[CH2:35][CH2:34][O:33][CH2:32][CH2:31]2)[C:6]2[C:7]([O:27][CH3:28])=[N:8][N:9]3[C:13]([C:14]4[C:19]([O:20][CH3:21])=[CH:18][C:17]([CH2:22][O:23][CH3:24])=[CH:16][C:15]=4[O:25][CH3:26])=[CH:12][S:11][C:10]=23)[CH2:3][CH2:2]1.C(N(S(F)(F)[F:43])CC)C.C(=O)([O-])O, predict the reaction product. The product is: [CH:1]1([CH2:4][N:5]([C:6]2[C:7]([O:27][CH3:28])=[N:8][N:9]3[C:13]([C:14]4[C:19]([O:20][CH3:21])=[CH:18][C:17]([CH2:22][O:23][CH3:24])=[CH:16][C:15]=4[O:25][CH3:26])=[CH:12][S:11][C:10]=23)[CH2:29][C:30]2([F:43])[CH2:35][CH2:34][O:33][CH2:32][CH2:31]2)[CH2:3][CH2:2]1.[CH:1]1([CH2:4][N:5]([CH2:29][C:30]2[CH2:35][CH2:34][O:33][CH2:32][CH:31]=2)[C:6]2[C:7]([O:27][CH3:28])=[N:8][N:9]3[C:13]([C:14]4[C:15]([O:25][CH3:26])=[CH:16][C:17]([CH2:22][O:23][CH3:24])=[CH:18][C:19]=4[O:20][CH3:21])=[CH:12][S:11][C:10]=23)[CH2:3][CH2:2]1. (4) Given the reactants C(O)(=O)/C=C/C(O)=O.[NH2:9][CH2:10][CH2:11][CH2:12][CH2:13][O:14][N:15]1[C:27]2[C:26]3[CH:25]=[CH:24][CH:23]=[CH:22][C:21]=3[N:20]=[C:19]([NH2:28])[C:18]=2[N:17]=[C:16]1[CH2:29][CH2:30][CH2:31][CH3:32], predict the reaction product. The product is: [NH2:9][CH2:10][CH2:11][CH2:12][CH2:13][O:14][N:15]1[C:27]2[C:26]3[CH:25]=[CH:24][CH:23]=[CH:22][C:21]=3[N:20]=[C:19]([NH2:28])[C:18]=2[N:17]=[C:16]1[CH2:29][CH2:30][CH2:31][CH3:32]. (5) The product is: [CH2:26]([O:25][C:22]1[CH:23]=[CH:24][C:19]([C:10]2[C:11]([C:13]3[CH:18]=[CH:17][N:16]=[CH:15][CH:14]=3)=[CH:12][N:8]([CH2:7][CH2:6][F:33])[N:9]=2)=[CH:20][CH:21]=1)[C:27]1[CH:32]=[CH:31][CH:30]=[CH:29][CH:28]=1. Given the reactants CS(O[CH2:6][CH2:7][N:8]1[CH:12]=[C:11]([C:13]2[CH:18]=[CH:17][N:16]=[CH:15][CH:14]=2)[C:10]([C:19]2[CH:24]=[CH:23][C:22]([O:25][CH2:26][C:27]3[CH:32]=[CH:31][CH:30]=[CH:29][CH:28]=3)=[CH:21][CH:20]=2)=[N:9]1)(=O)=O.[F-:33].C([N+](CCCC)(CCCC)CCCC)CCC, predict the reaction product.